Dataset: Forward reaction prediction with 1.9M reactions from USPTO patents (1976-2016). Task: Predict the product of the given reaction. (1) Given the reactants [OH:1][NH:2][C:3]([C:5]1[C:10]([N+:11]([O-:13])=[O:12])=[CH:9][CH:8]=[CH:7][N:6]=1)=[NH:4].[Br:14][C:15]1[CH:23]=[C:19]([C:20](O)=O)[C:18]([OH:24])=[CH:17][CH:16]=1, predict the reaction product. The product is: [Br:14][C:15]1[CH:16]=[CH:17][C:18]([OH:24])=[C:19]([C:20]2[O:1][N:2]=[C:3]([C:5]3[C:10]([N+:11]([O-:13])=[O:12])=[CH:9][CH:8]=[CH:7][N:6]=3)[N:4]=2)[CH:23]=1. (2) Given the reactants [NH2:1][C:2]1[C:3]([CH2:16][C:17]([O:19]CC)=O)=[N:4][C:5]([C:9]2[CH:14]=[CH:13][C:12]([Br:15])=[CH:11][CH:10]=2)=[C:6]([Cl:8])[CH:7]=1.C(O)(=O)C, predict the reaction product. The product is: [Br:15][C:12]1[CH:13]=[CH:14][C:9]([C:5]2[N:4]=[C:3]3[CH2:16][C:17](=[O:19])[NH:1][C:2]3=[CH:7][C:6]=2[Cl:8])=[CH:10][CH:11]=1. (3) The product is: [C:31]([CH:14]([P:11]([OH:13])([OH:12])=[O:10])[O:15][C@@H:16]1[CH2:20][C@H:19]([N:21]2[CH:29]=[N:28][C:27]3[C:22]2=[N:23][CH:24]=[N:25][C:26]=3[NH2:30])[CH2:18][CH2:17]1)([OH:38])=[O:36]. Given the reactants Br[Si](C)(C)C.COC([O:10][P:11]([C:14](C)([CH3:31])[O:15][C@@H:16]1[CH2:20][C@H:19]([N:21]2[CH:29]=[N:28][C:27]3[C:22]2=[N:23][CH:24]=[N:25][C:26]=3[NH2:30])[CH2:18][CH2:17]1)([OH:13])=[O:12])=O.ClCCl.[OH-:36].[Na+].[OH2:38], predict the reaction product. (4) Given the reactants C(N1CCN([C:10]([C:12]2[CH:19]=[CH:18][C:15]([CH:16]=[O:17])=[CH:14][CH:13]=2)=[O:11])CC1)(C)C.C(C1C=CC(C=O)=CC=1)(O)=O.O=S(Cl)[Cl:33].CN(C)C=O.[OH-].[Na+].Cl, predict the reaction product. The product is: [CH:16]([C:15]1[CH:18]=[CH:19][C:12]([C:10]([Cl:33])=[O:11])=[CH:13][CH:14]=1)=[O:17].